From a dataset of Full USPTO retrosynthesis dataset with 1.9M reactions from patents (1976-2016). Predict the reactants needed to synthesize the given product. (1) The reactants are: Cl[C:2]1[CH:7]=[C:6]([NH:8][C@@H:9]2[CH2:14][CH2:13][C@H:12]([C:15]([NH:17][CH:18]([CH3:20])[CH3:19])=[O:16])[CH2:11][CH2:10]2)[C:5]([N+:21]([O-])=O)=[CH:4][N:3]=1.Cl.C([O-])=O.[NH4+]. Given the product [NH2:21][C:5]1[CH:4]=[N:3][CH:2]=[CH:7][C:6]=1[NH:8][CH:9]1[CH2:10][CH2:11][CH:12]([C:15]([NH:17][CH:18]([CH3:20])[CH3:19])=[O:16])[CH2:13][CH2:14]1, predict the reactants needed to synthesize it. (2) Given the product [CH3:1][O:2][C:3]1[CH:8]=[C:7]([O:9][CH3:10])[CH:6]=[CH:5][C:4]=1[CH:11]([C:19]1[CH:24]=[CH:23][CH:22]=[C:21]([CH3:25])[N:20]=1)[NH:12][S:13]([C:15]([CH3:18])([CH3:17])[CH3:16])=[O:14], predict the reactants needed to synthesize it. The reactants are: [CH3:1][O:2][C:3]1[CH:8]=[C:7]([O:9][CH3:10])[CH:6]=[CH:5][C:4]=1/[C:11](/[C:19]1[CH:24]=[CH:23][CH:22]=[C:21]([CH3:25])[N:20]=1)=[N:12]/[S:13]([C:15]([CH3:18])([CH3:17])[CH3:16])=[O:14].[BH4-].[Na+]. (3) The reactants are: C(OC([N:8]1[CH2:13][CH2:12][C:11]([C:15]2[CH:20]=[CH:19][C:18]([F:21])=[CH:17][C:16]=2[F:22])(O)[CH2:10][CH2:9]1)=O)(C)(C)C.S(=O)(=O)(O)O.[OH-].[Na+]. Given the product [F:22][C:16]1[CH:17]=[C:18]([F:21])[CH:19]=[CH:20][C:15]=1[C:11]1[CH2:12][CH2:13][NH:8][CH2:9][CH:10]=1, predict the reactants needed to synthesize it. (4) Given the product [Cl:1][C:2]1[N:3]=[C:4]2[N:8]([C:9]=1[CH2:10][S:30][C:28]1[N:27]=[C:26]([OH:31])[CH:25]=[C:24]([CH3:23])[N:29]=1)[CH:7]=[CH:6][S:5]2, predict the reactants needed to synthesize it. The reactants are: [Cl:1][C:2]1[N:3]=[C:4]2[N:8]([C:9]=1[CH2:10]O)[CH:7]=[CH:6][S:5]2.BrCC1N2C(SC=C2)=NC=1Cl.[CH3:23][C:24]1[N:29]=[C:28]([SH:30])[N:27]=[C:26]([OH:31])[CH:25]=1.